This data is from Reaction yield outcomes from USPTO patents with 853,638 reactions. The task is: Predict the reaction yield, written as a fraction of the theoretical maximum amount of product (1.0 means a 100% yield; for example, 0.34 means a 34% yield). (1) The reactants are O=[C:2]1[CH2:6][S:5][CH2:4][CH:3]1[C:7]([O:9][CH3:10])=[O:8].[F:11][C:12]1[CH:18]=[C:17]([I:19])[CH:16]=[CH:15][C:13]=1[NH2:14]. The catalyst is C(O)C.C(O)(=O)C. The product is [F:11][C:12]1[CH:18]=[C:17]([I:19])[CH:16]=[CH:15][C:13]=1[NH:14][C:2]1[CH2:6][S:5][CH2:4][C:3]=1[C:7]([O:9][CH3:10])=[O:8]. The yield is 0.420. (2) The reactants are [P:1](Cl)([O:6][CH2:7][CH3:8])([O:3][CH2:4][CH3:5])=[S:2].C(N(CC)CC)C.[Cl:17][C:18]1[CH:23]=[CH:22][CH:21]=[CH:20][C:19]=1[C@H:24]1[O:26][C@:25]1([CH2:34][N:35]1[C:39](=[S:40])[NH:38][CH:37]=[N:36]1)[C:27]1[CH:32]=[CH:31][CH:30]=[C:29]([F:33])[CH:28]=1.[Cl-].[Na+]. The catalyst is CN(C1C=CN=CC=1)C.O1CCCC1. The product is [P:1]([S:40][C:39]1[N:35]([CH2:34][C@@:25]2([C:27]3[CH:32]=[CH:31][CH:30]=[C:29]([F:33])[CH:28]=3)[C@@H:24]([C:19]3[CH:20]=[CH:21][CH:22]=[CH:23][C:18]=3[Cl:17])[O:26]2)[N:36]=[CH:37][N:38]=1)(=[S:2])([O:6][CH2:7][CH3:8])[O:3][CH2:4][CH3:5]. The yield is 0.510.